This data is from Forward reaction prediction with 1.9M reactions from USPTO patents (1976-2016). The task is: Predict the product of the given reaction. Given the reactants [F:1][C:2]([F:56])([F:55])[C:3]1[CH:4]=[C:5]([CH:48]=[C:49]([C:51]([F:54])([F:53])[F:52])[CH:50]=1)[CH2:6][N:7]([CH2:20][C:21]1[CH:26]=[C:25]([C:27]([F:30])([F:29])[F:28])[CH:24]=[CH:23][C:22]=1[N:31]([CH2:46][CH3:47])[C:32](=[O:45])[NH:33][C@@H:34]([CH2:39][O:40]C(C)(C)C)[C:35]([O:37][CH3:38])=[O:36])[C:8]1[N:13]=[CH:12][C:11]([N:14]2[CH2:19][CH2:18][O:17][CH2:16][CH2:15]2)=[CH:10][N:9]=1.C(=O)(O)[O-].[Na+].C(OCC)(=O)C, predict the reaction product. The product is: [F:54][C:51]([F:52])([F:53])[C:49]1[CH:48]=[C:5]([CH:4]=[C:3]([C:2]([F:55])([F:1])[F:56])[CH:50]=1)[CH2:6][N:7]([CH2:20][C:21]1[CH:26]=[C:25]([C:27]([F:28])([F:29])[F:30])[CH:24]=[CH:23][C:22]=1[N:31]([CH2:46][CH3:47])[C:32](=[O:45])[NH:33][C@@H:34]([CH2:39][OH:40])[C:35]([O:37][CH3:38])=[O:36])[C:8]1[N:13]=[CH:12][C:11]([N:14]2[CH2:19][CH2:18][O:17][CH2:16][CH2:15]2)=[CH:10][N:9]=1.